Dataset: Reaction yield outcomes from USPTO patents with 853,638 reactions. Task: Predict the reaction yield, written as a fraction of the theoretical maximum amount of product (1.0 means a 100% yield; for example, 0.34 means a 34% yield). The reactants are [F:1][C:2]1[CH:7]=[C:6]([N+:8]([O-])=O)[CH:5]=[CH:4][C:3]=1[Si:11]([CH3:14])([CH3:13])[CH3:12]. The catalyst is CO.[C].[Pd]. The product is [F:1][C:2]1[CH:7]=[C:6]([CH:5]=[CH:4][C:3]=1[Si:11]([CH3:14])([CH3:13])[CH3:12])[NH2:8]. The yield is 0.683.